This data is from Catalyst prediction with 721,799 reactions and 888 catalyst types from USPTO. The task is: Predict which catalyst facilitates the given reaction. (1) Reactant: [C:1]([O:5][C@@H:6]([C:12]1[C:13]([CH3:27])=[N:14][C:15]2[N:16]([N:19]=[C:20]([C:22]([O:24]CC)=[O:23])[CH:21]=2)[C:17]=1[I:18])[C:7]([O:9][CH2:10][CH3:11])=[O:8])([CH3:4])([CH3:3])[CH3:2].[OH-].[Na+]. The catalyst class is: 8. Product: [C:1]([O:5][C@@H:6]([C:12]1[C:13]([CH3:27])=[N:14][C:15]2[N:16]([N:19]=[C:20]([C:22]([OH:24])=[O:23])[CH:21]=2)[C:17]=1[I:18])[C:7]([O:9][CH2:10][CH3:11])=[O:8])([CH3:4])([CH3:2])[CH3:3]. (2) Reactant: Cl[C:2]1[N:7]=[C:6]([Cl:8])[N:5]=[CH:4][N:3]=1.C(N(CC)C(C)C)(C)C.Cl.[Br:19][C:20]1[CH:21]=[C:22]2[C:27](=[CH:28][CH:29]=1)[CH2:26][NH:25][CH2:24][CH2:23]2. Product: [Br:19][C:20]1[CH:21]=[C:22]2[C:27](=[CH:28][CH:29]=1)[CH2:26][N:25]([C:2]1[N:7]=[C:6]([Cl:8])[N:5]=[CH:4][N:3]=1)[CH2:24][CH2:23]2. The catalyst class is: 3. (3) Reactant: CC[O-].[Na+].Cl.[CH:6]1([NH:11][C:12]([NH2:14])=[NH:13])[CH2:10][CH2:9][CH2:8][CH2:7]1.[Cl:15][C:16]1[CH:21]=[CH:20][N:19]2[N:22]=[C:23]([C:29]3[CH:34]=[CH:33][C:32]([O:35][CH3:36])=[CH:31][CH:30]=3)[C:24]([C:25](=O)[C:26]#[CH:27])=[C:18]2[CH:17]=1. Product: [Cl:15][C:16]1[CH:21]=[CH:20][N:19]2[N:22]=[C:23]([C:29]3[CH:30]=[CH:31][C:32]([O:35][CH3:36])=[CH:33][CH:34]=3)[C:24]([C:25]3[CH:26]=[CH:27][N:14]=[C:12]([NH:11][CH:6]4[CH2:10][CH2:9][CH2:8][CH2:7]4)[N:13]=3)=[C:18]2[CH:17]=1. The catalyst class is: 8.